From a dataset of Full USPTO retrosynthesis dataset with 1.9M reactions from patents (1976-2016). Predict the reactants needed to synthesize the given product. (1) Given the product [C:24]([C:10]1[CH:11]=[C:12]([S:15]([NH:18][C:19]2[S:20][CH:21]=[CH:22][N:23]=2)(=[O:17])=[O:16])[CH:13]=[CH:14][C:9]=1[O:8][C:5]1[C:4]([C:26]2[CH:27]=[N:28][CH:29]=[CH:30][CH:31]=2)=[CH:3][C:2]([C:36]2[CH:37]=[N:38][C:33]([F:32])=[CH:34][CH:35]=2)=[N:7][CH:6]=1)#[N:25], predict the reactants needed to synthesize it. The reactants are: Cl[C:2]1[N:7]=[CH:6][C:5]([O:8][C:9]2[CH:14]=[CH:13][C:12]([S:15]([NH:18][C:19]3[S:20][CH:21]=[CH:22][N:23]=3)(=[O:17])=[O:16])=[CH:11][C:10]=2[C:24]#[N:25])=[C:4]([C:26]2[CH:27]=[N:28][CH:29]=[CH:30][CH:31]=2)[CH:3]=1.[F:32][C:33]1[N:38]=[CH:37][C:36](B(O)O)=[CH:35][CH:34]=1.C([O-])([O-])=O.[Na+].[Na+].O. (2) The reactants are: [CH:1]([S:4][C:5]1[CH:10]=[CH:9][CH:8]=[CH:7][C:6]=1[C:11](=[O:13])[CH3:12])([CH3:3])[CH3:2].[OH:14]OS([O-])=O.[K+].[OH2:20]. Given the product [CH:1]([S:4]([C:5]1[CH:10]=[CH:9][CH:8]=[CH:7][C:6]=1[C:11](=[O:13])[CH3:12])(=[O:14])=[O:20])([CH3:3])[CH3:2], predict the reactants needed to synthesize it. (3) Given the product [OH:37][C:38]1[C:43](=[O:44])[N:42]=[C:41]([CH2:45][C:46]2([C:51]3[C:60]4[C:55](=[CH:56][CH:57]=[CH:58][CH:59]=4)[CH:54]=[CH:53][CH:52]=3)[CH2:50][CH2:49][CH2:48][CH2:47]2)[N:40]2[CH2:61][CH2:62][N:63]([CH:66]([CH3:68])[CH3:67])[C:64](=[O:65])[C:39]=12, predict the reactants needed to synthesize it. The reactants are: OC1C(=O)N=C(CC2(C3C4C(=CC=CC=4)C=CC=3)CCCC2)N2CCNC(=O)C=12.C([O:37][C:38]1[C:43](=[O:44])[N:42]=[C:41]([CH2:45][C:46]2([C:51]3[C:60]4[C:55](=[CH:56][CH:57]=[CH:58][CH:59]=4)[CH:54]=[CH:53][CH:52]=3)[CH2:50][CH2:49][CH2:48][CH2:47]2)[N:40]2[CH2:61][CH2:62][N:63]([CH:66]([CH3:68])[CH3:67])[C:64](=[O:65])[C:39]=12)C1C=CC=CC=1.